This data is from Full USPTO retrosynthesis dataset with 1.9M reactions from patents (1976-2016). The task is: Predict the reactants needed to synthesize the given product. (1) Given the product [Cl:19][C:13]1[CH:14]=[C:15]([OH:18])[CH:16]=[CH:17][C:12]=1[C:3]1[CH:4]=[CH:5][CH:6]=[CH:7][C:2]=1[F:1], predict the reactants needed to synthesize it. The reactants are: [F:1][C:2]1[CH:7]=[CH:6][CH:5]=[CH:4][C:3]=1B(O)O.Br[C:12]1[CH:17]=[CH:16][C:15]([OH:18])=[CH:14][C:13]=1[Cl:19].C(=O)([O-])[O-].[Cs+].[Cs+]. (2) Given the product [ClH:38].[CH3:1][N:2]1[C:6]([N:7]2[CH:11]=[C:10]([C:12]3[CH:13]=[C:14]([CH2:15][NH2:16])[CH:24]=[CH:25][CH:26]=3)[N:9]=[CH:8]2)=[C:5]([C:27]([F:30])([F:29])[F:28])[C:4]([C:31]([F:37])([F:36])[C:32]([F:33])([F:35])[F:34])=[N:3]1, predict the reactants needed to synthesize it. The reactants are: [CH3:1][N:2]1[C:6]([N:7]2[CH:11]=[C:10]([C:12]3[CH:13]=[C:14]([CH:24]=[CH:25][CH:26]=3)[CH2:15][NH:16]C(=O)OC(C)(C)C)[N:9]=[CH:8]2)=[C:5]([C:27]([F:30])([F:29])[F:28])[C:4]([C:31]([F:37])([F:36])[C:32]([F:35])([F:34])[F:33])=[N:3]1.[ClH:38]. (3) Given the product [CH3:5][C:2]1([CH3:6])[CH2:3][O:4][C:20]([C:19]2[CH:18]=[CH:17][C:16]([C:15]([F:14])([F:24])[F:25])=[CH:23][CH:22]=2)=[N:1]1, predict the reactants needed to synthesize it. The reactants are: [NH2:1][C:2]([CH3:6])([CH3:5])[CH2:3][OH:4].C(N(CC)CC)C.[F:14][C:15]([F:25])([F:24])[C:16]1[CH:23]=[CH:22][C:19]([CH2:20]Cl)=[CH:18][CH:17]=1. (4) Given the product [N:27]1[N:26]=[C:28]([C:30]2[CH:45]=[CH:44][C:33]([CH2:34][CH2:35][NH:36][C:37](=[O:43])[O:38][C:39]([CH3:40])([CH3:41])[CH3:42])=[CH:32][CH:31]=2)[N:8]2[C:2]=1[C:3]1[CH:16]=[CH:15][CH:14]=[CH:13][C:4]=1[NH:5][C:6]1[N:12]=[CH:11][CH:10]=[CH:9][C:7]2=1, predict the reactants needed to synthesize it. The reactants are: Cl[C:2]1[C:3]2[CH:16]=[CH:15][CH:14]=[CH:13][C:4]=2[NH:5][C:6]2[N:12]=[CH:11][CH:10]=[CH:9][C:7]=2[N:8]=1.C(N(C(C)C)CC)(C)C.[NH:26]([C:28]([C:30]1[CH:45]=[CH:44][C:33]([CH2:34][CH2:35][NH:36][C:37](=[O:43])[O:38][C:39]([CH3:42])([CH3:41])[CH3:40])=[CH:32][CH:31]=1)=O)[NH2:27].C(OCC)(=O)C.